From a dataset of Forward reaction prediction with 1.9M reactions from USPTO patents (1976-2016). Predict the product of the given reaction. (1) Given the reactants Cl[C:2]1[CH:11]=[CH:10][C:9]2[C:4](=[C:5]([OH:12])[CH:6]=[CH:7][CH:8]=2)[N:3]=1.[NH:13]1[CH:17]=[CH:16][CH:15]=[N:14]1, predict the reaction product. The product is: [N:13]1([C:2]2[CH:11]=[CH:10][C:9]3[C:4](=[C:5]([OH:12])[CH:6]=[CH:7][CH:8]=3)[N:3]=2)[CH:17]=[CH:16][CH:15]=[N:14]1. (2) Given the reactants Cl[C:2]1[N:10]2[C@@H:11]([C:14]3[CH:19]=[CH:18][CH:17]=[CH:16][N:15]=3)[CH2:12][O:13][C:8]3=[C:9]2[C:4](=[CH:5][CH:6]=[C:7]3[C:20]2[C:21]([CH3:26])=[N:22][O:23][C:24]=2[CH3:25])[N:3]=1.[CH3:27][C:28]1(C)C(C)(C)OB(C=C)O1.P([O-])([O-])([O-])=O.[K+].[K+].[K+], predict the reaction product. The product is: [CH3:26][C:21]1[C:20]([C:7]2[C:8]3[O:13][CH2:12][C@H:11]([C:14]4[CH:19]=[CH:18][CH:17]=[CH:16][N:15]=4)[N:10]4[C:2]([CH:27]=[CH2:28])=[N:3][C:4]([C:9]=34)=[CH:5][CH:6]=2)=[C:24]([CH3:25])[O:23][N:22]=1. (3) Given the reactants [F:1][C:2]1[CH:3]=[C:4]2[C:8](=[CH:9][CH:10]=1)[N:7]([CH2:11][C:12]([OH:14])=[O:13])[C:6]([CH3:15])=[CH:5]2.[C:16]1([C:23]2[CH:28]=[CH:27][CH:26]=[CH:25][CH:24]=2)[CH:21]=[CH:20][C:19]([SH:22])=[CH:18][CH:17]=1.II.Cl, predict the reaction product. The product is: [C:16]1([C:23]2[CH:28]=[CH:27][CH:26]=[CH:25][CH:24]=2)[CH:17]=[CH:18][C:19]([S:22][C:5]2[C:4]3[C:8](=[CH:9][CH:10]=[C:2]([F:1])[CH:3]=3)[N:7]([CH2:11][C:12]([OH:14])=[O:13])[C:6]=2[CH3:15])=[CH:20][CH:21]=1. (4) The product is: [CH3:17][S:14]([C:10]1[CH:9]=[C:8]([C:6]2[CH:7]=[C:2]([N:30]3[CH2:35][CH2:34][O:33][CH2:32][CH2:31]3)[N:3]=[C:4]([NH:18][C:19]3[CH:24]=[CH:23][C:22]([O:25][C:26]([F:29])([F:28])[F:27])=[CH:21][CH:20]=3)[N:5]=2)[CH:13]=[CH:12][CH:11]=1)(=[O:16])=[O:15]. Given the reactants Cl[C:2]1[CH:7]=[C:6]([C:8]2[CH:13]=[CH:12][CH:11]=[C:10]([S:14]([CH3:17])(=[O:16])=[O:15])[CH:9]=2)[N:5]=[C:4]([NH:18][C:19]2[CH:24]=[CH:23][C:22]([O:25][C:26]([F:29])([F:28])[F:27])=[CH:21][CH:20]=2)[N:3]=1.[NH:30]1[CH2:35][CH2:34][O:33][CH2:32][CH2:31]1, predict the reaction product. (5) Given the reactants [NH2:1][C:2]1[C:7]([Br:8])=[C:6]([O:9][CH3:10])[C:5]([O:11][CH3:12])=[CH:4][C:3]=1[C:13]([C:15]1[CH:20]=[CH:19][CH:18]=[CH:17][CH:16]=1)=O.[NH2:21][CH2:22][C:23](OCC)=[O:24].NCC(OC)=O, predict the reaction product. The product is: [Br:8][C:7]1[C:2]2[NH:1][C:23](=[O:24])[CH2:22][N:21]=[C:13]([C:15]3[CH:20]=[CH:19][CH:18]=[CH:17][CH:16]=3)[C:3]=2[CH:4]=[C:5]([O:11][CH3:12])[C:6]=1[O:9][CH3:10]. (6) Given the reactants [CH3:1][O:2][C:3]1[CH:4]=[C:5]2[C:10](=[CH:11][CH:12]=1)[CH:9]([NH2:13])[CH2:8][CH2:7][CH2:6]2.F[C:15]1[CH:20]=[C:19](F)[CH:18]=[CH:17][C:16]=1[S:22]([CH3:25])(=[O:24])=[O:23].C(N(C(C)C)CC)(C)C.[NH:35]1[CH2:40][CH2:39][NH:38][CH2:37][CH2:36]1, predict the reaction product. The product is: [CH3:1][O:2][C:3]1[CH:4]=[C:5]2[C:10](=[CH:11][CH:12]=1)[CH:9]([NH:13][C:15]1[CH:20]=[C:19]([N:35]3[CH2:40][CH2:39][NH:38][CH2:37][CH2:36]3)[CH:18]=[CH:17][C:16]=1[S:22]([CH3:25])(=[O:24])=[O:23])[CH2:8][CH2:7][CH2:6]2. (7) Given the reactants [OH:1][CH2:2][CH2:3][CH2:4][CH2:5][NH:6][C:7](=[O:13])[O:8][C:9]([CH3:12])([CH3:11])[CH3:10].N1C=CC=CC=1.[C:20](Cl)(=[O:24])[O:21][CH2:22][CH3:23], predict the reaction product. The product is: [C:20](=[O:24])([O:21][CH2:22][CH3:23])[O:1][CH2:2][CH2:3][CH2:4][CH2:5][NH:6][C:7]([O:8][C:9]([CH3:10])([CH3:12])[CH3:11])=[O:13].